Dataset: Peptide-MHC class II binding affinity with 134,281 pairs from IEDB. Task: Regression. Given a peptide amino acid sequence and an MHC pseudo amino acid sequence, predict their binding affinity value. This is MHC class II binding data. The peptide sequence is QAYAATVAAAPQVKY. The MHC is HLA-DQA10102-DQB10602 with pseudo-sequence HLA-DQA10102-DQB10602. The binding affinity (normalized) is 0.674.